The task is: Binary Classification. Given a T-cell receptor sequence (or CDR3 region) and an epitope sequence, predict whether binding occurs between them.. This data is from TCR-epitope binding with 47,182 pairs between 192 epitopes and 23,139 TCRs. (1) The epitope is VVYRGTTTY. The TCR CDR3 sequence is CASSLSPGTGGSNEQFF. Result: 1 (the TCR binds to the epitope). (2) The epitope is LLLGIGILV. The TCR CDR3 sequence is CSVEGGMGQPQHF. Result: 1 (the TCR binds to the epitope). (3) The epitope is MPASWVMRI. The TCR CDR3 sequence is CASSAPSGGADTQYF. Result: 1 (the TCR binds to the epitope).